Task: Predict the reaction yield, written as a fraction of the theoretical maximum amount of product (1.0 means a 100% yield; for example, 0.34 means a 34% yield).. Dataset: Reaction yield outcomes from USPTO patents with 853,638 reactions (1) The reactants are [NH2:1][C:2]1[CH:7]=[CH:6][C:5]([N:8]2[CH:13]=[CH:12][CH:11]=[CH:10][C:9]2=[O:14])=[CH:4][CH:3]=1.[CH3:15][C:16]([O:19][C:20]([NH:22][CH:23]([C:30](O)=[O:31])[C:24]1[CH:29]=[CH:28][CH:27]=[CH:26][CH:25]=1)=[O:21])([CH3:18])[CH3:17].CN(C(ON1N=NC2C=CC=NC1=2)=[N+](C)C)C.F[P-](F)(F)(F)(F)F.CCN(C(C)C)C(C)C. The catalyst is CN(C=O)C.CCOC(C)=O.C(Cl)Cl.O. The product is [C:16]([O:19][C:20](=[O:21])[NH:22][CH:23]([C:30](=[O:31])[NH:1][C:2]1[CH:7]=[CH:6][C:5]([N:8]2[CH:13]=[CH:12][CH:11]=[CH:10][C:9]2=[O:14])=[CH:4][CH:3]=1)[C:24]1[CH:29]=[CH:28][CH:27]=[CH:26][CH:25]=1)([CH3:18])([CH3:15])[CH3:17]. The yield is 0.920. (2) The yield is 0.290. The product is [NH2:37][C:38]1[S:42][C:41]([C:43]2[C:48]([F:49])=[CH:47][CH:46]=[C:45]([O:50][CH3:51])[C:44]=2[F:52])=[N:40][C:39]=1[C:53]([NH:29][C:12]1[C:13]([N:14]2[CH2:19][C@H:18]([CH3:20])[CH2:17][C@H:16]([NH2:21])[CH2:15]2)=[C:8]2[CH2:7][CH2:6][CH:5]([OH:4])[C:9]2=[N:10][CH:11]=1)=[O:54]. The reactants are C([O:4][CH:5]1[C:9]2=[N:10][CH:11]=[C:12]([NH2:29])[C:13]([N:14]3[CH2:19][C@H:18]([CH3:20])[CH2:17][C@H:16]([NH:21]C(OC(C)(C)C)=O)[CH2:15]3)=[C:8]2[CH2:7][CH2:6]1)(=O)C.C(OC([NH:37][C:38]1[S:42][C:41]([C:43]2[C:48]([F:49])=[CH:47][CH:46]=[C:45]([O:50][CH3:51])[C:44]=2[F:52])=[N:40][C:39]=1[C:53](O)=[O:54])=O)(C)(C)C.CN(C(ON1N=NC2C=CC=NC1=2)=[N+](C)C)C.F[P-](F)(F)(F)(F)F.CCN(C(C)C)C(C)C. The catalyst is CN(C=O)C.CO. (3) The reactants are [OH:1][C:2]1[C:11]2[C:6](=[C:7]([CH3:14])[C:8]([O:12][CH3:13])=[CH:9][CH:10]=2)[N:5]=[CH:4][C:3]=1C(OCC)=O.Cl. The catalyst is [OH-].[Na+]. The product is [OH:1][C:2]1[C:11]2[C:6](=[C:7]([CH3:14])[C:8]([O:12][CH3:13])=[CH:9][CH:10]=2)[N:5]=[CH:4][CH:3]=1. The yield is 0.960.